From a dataset of Reaction yield outcomes from USPTO patents with 853,638 reactions. Predict the reaction yield, written as a fraction of the theoretical maximum amount of product (1.0 means a 100% yield; for example, 0.34 means a 34% yield). (1) The reactants are [F:1][C:2]1[CH:3]=[C:4]([C:8]2[CH:9]=[N:10][CH:11]=[C:12]([N+:15]([O-])=O)[C:13]=2[NH2:14])[CH:5]=[N:6][CH:7]=1. The catalyst is CCO.[Pd]. The product is [F:1][C:2]1[CH:3]=[C:4]([C:8]2[CH:9]=[N:10][CH:11]=[C:12]([NH2:15])[C:13]=2[NH2:14])[CH:5]=[N:6][CH:7]=1. The yield is 1.00. (2) The reactants are [Br:1][C:2]1[CH:20]=[CH:19][C:5]2[C:6]3[N:7]([CH:11]=[C:12]([C:14]4[NH:15][CH:16]=[CH:17][N:18]=4)[N:13]=3)[CH2:8][CH2:9][O:10][C:4]=2[CH:3]=1.Cl[CH2:22][CH2:23][N:24]1[CH2:29][CH2:28][O:27][CH2:26][CH2:25]1. No catalyst specified. The product is [Br:1][C:2]1[CH:20]=[CH:19][C:5]2[C:6]3[N:7]([CH:11]=[C:12]([C:14]4[N:18]([CH2:22][CH2:23][N:24]5[CH2:29][CH2:28][O:27][CH2:26][CH2:25]5)[CH:17]=[CH:16][N:15]=4)[N:13]=3)[CH2:8][CH2:9][O:10][C:4]=2[CH:3]=1. The yield is 0.510. (3) The reactants are [Br:1][C:2]1[CH:3]=[C:4]([C:9](=O)[CH2:10][C:11]2[CH:16]=[CH:15][C:14]([N:17]([CH3:19])[CH3:18])=[CH:13][CH:12]=2)[C:5](F)=[N:6][CH:7]=1.C(O)C.[NH2:24][NH2:25]. The catalyst is O. The product is [Br:1][C:2]1[CH:3]=[C:4]2[C:9]([CH2:10][C:11]3[CH:16]=[CH:15][C:14]([N:17]([CH3:19])[CH3:18])=[CH:13][CH:12]=3)=[N:25][NH:24][C:5]2=[N:6][CH:7]=1. The yield is 0.570. (4) The product is [C:3]([C:7]1[O:11][N:10]=[C:9]([NH:12][C:13]([NH:15][C:16]2[CH:21]=[CH:20][CH:19]=[C:18]([S:22][C:24]3[C:33]4[C:28](=[CH:29][C:30]([O:42][CH3:43])=[C:31]([O:34][CH2:35][CH2:36][CH2:37][S:38]([CH3:41])(=[O:39])=[O:40])[CH:32]=4)[N:27]=[CH:26][N:25]=3)[CH:17]=2)=[O:14])[CH:8]=1)([CH3:6])([CH3:4])[CH3:5]. The reactants are [H-].[Na+].[C:3]([C:7]1[O:11][N:10]=[C:9]([NH:12][C:13]([NH:15][C:16]2[CH:21]=[CH:20][CH:19]=[C:18]([SH:22])[CH:17]=2)=[O:14])[CH:8]=1)([CH3:6])([CH3:5])[CH3:4].Cl[C:24]1[C:33]2[C:28](=[CH:29][C:30]([O:42][CH3:43])=[C:31]([O:34][CH2:35][CH2:36][CH2:37][S:38]([CH3:41])(=[O:40])=[O:39])[CH:32]=2)[N:27]=[CH:26][N:25]=1. The catalyst is O1CCCC1.C(OCC)(=O)C.O. The yield is 0.0400. (5) The reactants are [CH2:1]([O:8][C:9]1[CH:14]=[CH:13][C:12]([N+:15]([O-])=O)=[CH:11][C:10]=1[F:18])[C:2]1[CH:7]=[CH:6][CH:5]=[CH:4][CH:3]=1.C1(C)C=CC=CC=1.C([O-])=O.[NH4+]. The catalyst is [Fe].O. The product is [CH2:1]([O:8][C:9]1[CH:14]=[CH:13][C:12]([NH2:15])=[CH:11][C:10]=1[F:18])[C:2]1[CH:3]=[CH:4][CH:5]=[CH:6][CH:7]=1. The yield is 0.870.